This data is from Reaction yield outcomes from USPTO patents with 853,638 reactions. The task is: Predict the reaction yield, written as a fraction of the theoretical maximum amount of product (1.0 means a 100% yield; for example, 0.34 means a 34% yield). (1) The catalyst is C1(C)C=CC=CC=1.CN(C)C1C=CN=CC=1.C(OCC)(=O)C.O1CCCC1.N1C=CC=CC=1. The yield is 0.340. The reactants are ClC(Cl)(O[C:5](=[O:11])[O:6][C:7](Cl)(Cl)Cl)Cl.[Cl:13][C:14]1[C:15]([O:24][C:25]2[CH:30]=[C:29]([O:31][CH2:32][CH2:33][O:34][CH3:35])[CH:28]=[CH:27][C:26]=2[CH2:36][CH2:37]CO)=[N:16][CH:17]=[C:18]([C:20]([F:23])([F:22])[F:21])[CH:19]=1.[C:40]1([CH3:50])[C:41]([S:46]([NH2:49])(=[O:48])=[O:47])=[CH:42][CH:43]=[CH:44][CH:45]=1.C(N(CC)C(C)C)(C)C.Cl. The product is [CH3:50][C:40]1[CH:45]=[CH:44][CH:43]=[CH:42][C:41]=1[S:46]([NH:49][C:5](=[O:11])[O:6][CH2:7][CH2:37][CH2:36][C:26]1[CH:27]=[CH:28][C:29]([O:31][CH2:32][CH2:33][O:34][CH3:35])=[CH:30][C:25]=1[O:24][C:15]1[C:14]([Cl:13])=[CH:19][C:18]([C:20]([F:22])([F:21])[F:23])=[CH:17][N:16]=1)(=[O:48])=[O:47]. (2) The reactants are CS(C)=O.[CH3:5][C:6]([O:9][C:10]([NH:12][CH:13]1[CH2:18][CH2:17][NH:16][CH2:15][CH2:14]1)=[O:11])([CH3:8])[CH3:7].[F:19][C:20]1[CH:21]=[C:22]([CH:25]=[C:26](F)[CH:27]=1)[C:23]#[N:24].C(=O)([O-])[O-].[K+].[K+]. The catalyst is O. The product is [C:23]([C:22]1[CH:25]=[C:26]([N:16]2[CH2:15][CH2:14][CH:13]([NH:12][C:10](=[O:11])[O:9][C:6]([CH3:5])([CH3:7])[CH3:8])[CH2:18][CH2:17]2)[CH:27]=[C:20]([F:19])[CH:21]=1)#[N:24]. The yield is 0.850.